This data is from Reaction yield outcomes from USPTO patents with 853,638 reactions. The task is: Predict the reaction yield, written as a fraction of the theoretical maximum amount of product (1.0 means a 100% yield; for example, 0.34 means a 34% yield). (1) The reactants are [Cl-].O[NH3+:3].[C:4](=[O:7])([O-])[OH:5].[Na+].CS(C)=O.[CH3:13][CH:14]([N:16]1[C:21](=[O:22])[C:20]([CH2:23][C:24]2[CH:29]=[CH:28][C:27]([C:30]3[C:31]([C:36]#[N:37])=[CH:32][CH:33]=[CH:34][CH:35]=3)=[CH:26][CH:25]=2)=[C:19]([CH2:38][CH2:39][CH3:40])[N:18]2[N:41]=[CH:42][N:43]=[C:17]12)[CH3:15]. The catalyst is C(OCC)(=O)C. The product is [CH3:13][CH:14]([N:16]1[C:21](=[O:22])[C:20]([CH2:23][C:24]2[CH:25]=[CH:26][C:27]([C:30]3[CH:35]=[CH:34][CH:33]=[CH:32][C:31]=3[C:36]3[NH:3][C:4](=[O:7])[O:5][N:37]=3)=[CH:28][CH:29]=2)=[C:19]([CH2:38][CH2:39][CH3:40])[N:18]2[N:41]=[CH:42][N:43]=[C:17]12)[CH3:15]. The yield is 0.350. (2) The reactants are C(P(C(C)(C)C)C1C=CC=C[C:7]=1[C:12]1[CH:17]=[CH:16][CH:15]=[CH:14][CH:13]=1)(C)(C)C.Br[C:23]1[CH:28]=[CH:27][CH:26]=[CH:25][C:24]=1[CH3:29].ClC1C=CC=CC=1C.[NH2-:38].[Li+].CC(C)([O-])C.[Na+]. The catalyst is C(OCC)C.C1C=CC(/C=C/C(/C=C/C2C=CC=CC=2)=O)=CC=1.C1C=CC(/C=C/C(/C=C/C2C=CC=CC=2)=O)=CC=1.C1C=CC(/C=C/C(/C=C/C2C=CC=CC=2)=O)=CC=1.[Pd].[Pd].C1C=CC(/C=C/C(/C=C/C2C=CC=CC=2)=O)=CC=1.C1C=CC(/C=C/C(/C=C/C2C=CC=CC=2)=O)=CC=1.[Pd].C1(C)C=CC=CC=1. The product is [C:12]1([CH3:7])[CH:13]=[CH:14][CH:15]=[CH:16][C:17]=1[NH:38][C:23]1[CH:28]=[CH:27][CH:26]=[CH:25][C:24]=1[CH3:29]. The yield is 0.720. (3) The reactants are [CH:1]1[N:9]2[C:4]([C:5]3([CH2:18][CH2:17][N:16]([C:19]([O:21][C:22]([CH3:25])([CH3:24])[CH3:23])=[O:20])[CH2:15][CH2:14]3)[O:6][C:7]3[CH:13]=[CH:12][CH:11]=[CH:10][C:8]=32)=[CH:3][CH:2]=1.ClS([N:30]=[C:31]=O)(=O)=O.CN(C=O)C. The catalyst is C1COCC1. The product is [C:31]([C:1]1[N:9]2[C:8]3[CH:10]=[CH:11][CH:12]=[CH:13][C:7]=3[O:6][C:5]3([CH2:18][CH2:17][N:16]([C:19]([O:21][C:22]([CH3:25])([CH3:24])[CH3:23])=[O:20])[CH2:15][CH2:14]3)[C:4]2=[CH:3][CH:2]=1)#[N:30]. The yield is 0.760. (4) The reactants are C([O:3][C:4]([CH:6]1[CH2:11][CH2:10][N:9]([C:12]2[CH:17]=[CH:16][CH:15]=[C:14]([C:18](=[O:41])[NH:19][C:20]3[CH:25]=[CH:24][C:23]([N:26]4[C:30]([C:31]([F:34])([F:33])[F:32])=[CH:29][C:28]([C:35]5[CH:36]=[N:37][CH:38]=[CH:39][CH:40]=5)=[N:27]4)=[CH:22][N:21]=3)[CH:13]=2)[CH2:8][CH2:7]1)=[O:5])C.O.[OH-].[Li+]. The catalyst is O1CCOCC1. The product is [N:37]1[CH:38]=[CH:39][CH:40]=[C:35]([C:28]2[CH:29]=[C:30]([C:31]([F:32])([F:33])[F:34])[N:26]([C:23]3[CH:24]=[CH:25][C:20]([NH:19][C:18]([C:14]4[CH:13]=[C:12]([N:9]5[CH2:8][CH2:7][CH:6]([C:4]([OH:5])=[O:3])[CH2:11][CH2:10]5)[CH:17]=[CH:16][CH:15]=4)=[O:41])=[N:21][CH:22]=3)[N:27]=2)[CH:36]=1. The yield is 0.400. (5) The reactants are [CH3:1][N:2]1[CH2:7][CH2:6][N:5]([C:8]2[CH:13]=[CH:12][C:11]([NH:14][C:15]3[N:20]=[C:19]([NH:21][C:22]4[CH:23]=[C:24]([CH2:28][C:29]#[N:30])[CH:25]=[CH:26][CH:27]=4)[CH:18]=[CH:17][N:16]=3)=[CH:10][C:9]=2[C:31]([F:34])([F:33])[F:32])[CH2:4][CH2:3]1.[OH:35][S:36]([OH:39])(=[O:38])=[O:37]. The catalyst is CC(O)C. The product is [S:36]([OH:39])([OH:38])(=[O:37])=[O:35].[CH3:1][N:2]1[CH2:7][CH2:6][N:5]([C:8]2[CH:13]=[CH:12][C:11]([NH:14][C:15]3[N:20]=[C:19]([NH:21][C:22]4[CH:23]=[C:24]([CH2:28][C:29]#[N:30])[CH:25]=[CH:26][CH:27]=4)[CH:18]=[CH:17][N:16]=3)=[CH:10][C:9]=2[C:31]([F:33])([F:34])[F:32])[CH2:4][CH2:3]1. The yield is 0.680. (6) The reactants are [C:1]([C:3]1[CH:8]=[CH:7][C:6]([S:9](Cl)(=[O:11])=[O:10])=[CH:5][CH:4]=1)#[N:2].[CH2:13]([O:15][C:16]1[CH:29]=[CH:28][C:19]([CH2:20][NH:21][CH2:22][C:23]2[O:24][CH:25]=[CH:26][CH:27]=2)=[CH:18][CH:17]=1)[CH3:14].C(N(CC)CC)C. The catalyst is C(Cl)Cl.O. The product is [C:1]([C:3]1[CH:8]=[CH:7][C:6]([S:9]([N:21]([CH2:20][C:19]2[CH:18]=[CH:17][C:16]([O:15][CH2:13][CH3:14])=[CH:29][CH:28]=2)[CH2:22][C:23]2[O:24][CH:25]=[CH:26][CH:27]=2)(=[O:11])=[O:10])=[CH:5][CH:4]=1)#[N:2]. The yield is 0.680. (7) The reactants are [Na].C(O[C:5](=[O:17])[CH:6]([C:15]#[N:16])[CH2:7][CH:8]([O:12][CH2:13][CH3:14])[O:9][CH2:10][CH3:11])C.[NH2:18][C:19]([NH2:21])=[S:20]. The catalyst is C(O)C. The product is [NH2:16][C:15]1[N:21]=[C:19]([SH:20])[N:18]=[C:5]([OH:17])[C:6]=1[CH2:7][CH:8]([O:12][CH2:13][CH3:14])[O:9][CH2:10][CH3:11]. The yield is 0.360.